Dataset: Reaction yield outcomes from USPTO patents with 853,638 reactions. Task: Predict the reaction yield, written as a fraction of the theoretical maximum amount of product (1.0 means a 100% yield; for example, 0.34 means a 34% yield). The reactants are C([O:8][CH2:9][C:10]1([CH2:14][N:15]2[CH:19]=[C:18]([B:20]3[O:24][C:23]([CH3:26])([CH3:25])[C:22]([CH3:28])([CH3:27])[O:21]3)[CH:17]=[N:16]2)[CH2:13][O:12][CH2:11]1)C1C=CC=CC=1.C(OP(CC1C=CC(NC2N=C(NC3C=CC(C4C=C(C(OC)=O)N(CCCO)C=4)=NC=3C(=O)NC)C(C(F)(F)F)=CN=2)=C(OC)C=1)(O)=O)C. No catalyst specified. The product is [CH3:27][C:22]1([CH3:28])[C:23]([CH3:25])([CH3:26])[O:24][B:20]([C:18]2[CH:17]=[N:16][N:15]([CH2:14][C:10]3([CH2:9][OH:8])[CH2:11][O:12][CH2:13]3)[CH:19]=2)[O:21]1. The yield is 0.950.